Binary Classification. Given a drug SMILES string, predict its activity (active/inactive) in a high-throughput screening assay against a specified biological target. From a dataset of HIV replication inhibition screening data with 41,000+ compounds from the AIDS Antiviral Screen. (1) The drug is CC(C)CC(NC(=O)C(CO)NC(=O)C(CCCCN)NC(=O)C(CCCCN)NC(=O)C(NC(=O)CNC(=O)C(NC(=O)C(CO)NC(=O)C(NC(=O)C(NC(=O)C(CO)NC(=O)C(CC(N)=O)NC(=O)C(N)CCC(N)=O)C(C)C)C(C)C)C(C)O)C(C)C)C(=O)NC(Cc1ccccc1)C(=O)NC(CCC(N)=O)C(=O)O. The result is 0 (inactive). (2) The result is 0 (inactive). The molecule is ON1CCc2c([nH]c3ccccc23)C1c1ccc(Cl)cc1. (3) The compound is O=S(=O)(c1ccccc1)C(c1ccc2ccccc2n1)S(=O)(=O)c1ccccc1. The result is 0 (inactive). (4) The compound is C=CCCCC1(C)CCCCNC1=O. The result is 0 (inactive). (5) The drug is CCOP(=O)(CCn1cc(C)c(=O)[nH]c1=O)OCC. The result is 0 (inactive). (6) The molecule is CC(C)[Si](OC1=CCCCCC12C(=O)N(C)c1ccccc12)(C(C)C)C(C)C. The result is 0 (inactive).